This data is from Forward reaction prediction with 1.9M reactions from USPTO patents (1976-2016). The task is: Predict the product of the given reaction. (1) Given the reactants [Br:1][C:2]1[CH:15]=[CH:14][C:5]([C:6]([C@H:8]2[CH2:10][C@H:9]2[C:11]([OH:13])=[O:12])=[O:7])=[CH:4][CH:3]=1.[CH3:16]OC(OC)(C)C.Cl, predict the reaction product. The product is: [Br:1][C:2]1[CH:3]=[CH:4][C:5]([C:6]([C@H:8]2[CH2:10][C@H:9]2[C:11]([O:13][CH3:16])=[O:12])=[O:7])=[CH:14][CH:15]=1. (2) Given the reactants [CH3:1][NH:2][S:3]([C:6]1[CH:15]=[CH:14][C:13]2[CH2:12][CH2:11][C:10](=[O:16])[CH2:9][C:8]=2[CH:7]=1)(=[O:5])=[O:4].N(C)[CH3:18], predict the reaction product. The product is: [CH3:1][N:2]([CH3:18])[S:3]([C:6]1[CH:15]=[CH:14][C:13]2[CH2:12][CH2:11][C:10](=[O:16])[CH2:9][C:8]=2[CH:7]=1)(=[O:4])=[O:5]. (3) Given the reactants [CH3:1][CH2:2][N:3]1[C:7](=[O:8])[C:6]([C:15]2[CH:16]=[CH:17][CH:18]=[CH:19][CH:20]=2)([C:9]2[CH:10]=[CH:11][CH:12]=[CH:13][CH:14]=2)[CH:5]([CH2:21][CH2:22][N:23]2[CH2:28][CH2:27][O:26][CH2:25][CH2:24]2)[CH2:4]1.Cl, predict the reaction product. The product is: [CH3:1][CH2:2][N:3]1[C:7](=[O:8])[C:6]([C:15]2[CH:20]=[CH:19][CH:18]=[CH:17][CH:16]=2)([C:9]2[CH:10]=[CH:11][CH:12]=[CH:13][CH:14]=2)[CH:5]([CH2:21][CH2:22][N:23]2[CH2:28][CH2:27][O:26][CH2:25][CH2:24]2)[CH2:4]1. (4) Given the reactants [NH2:1][C:2]1[C:7](Br)=[N:6][C:5]([Br:9])=[CH:4][N:3]=1.[CH3:10][N:11]1[CH2:17][CH2:16][CH2:15][NH:14][CH2:13][CH2:12]1, predict the reaction product. The product is: [Br:9][C:5]1[N:6]=[C:7]([N:14]2[CH2:15][CH2:16][CH2:17][N:11]([CH3:10])[CH2:12][CH2:13]2)[C:2]([NH2:1])=[N:3][CH:4]=1. (5) Given the reactants [F:1][C:2]([F:15])([F:14])[C:3](=[O:13])[CH2:4][C:5]([C:7]1[CH:8]=[N:9][CH:10]=[CH:11][CH:12]=1)=[O:6].[Cl:16][C:17]1[N:18]=[N:19][C:20]([NH:23][NH2:24])=[CH:21][CH:22]=1.Cl, predict the reaction product. The product is: [F:15][C:2]([F:1])([F:14])[C:3](=[O:13])[CH2:4][C:5]([C:7]1[CH:8]=[N:9][CH:10]=[CH:11][CH:12]=1)=[O:6].[Cl:16][C:17]1[N:18]=[N:19][C:20]([N:23]2[C:5]([C:7]3[CH:8]=[N:9][CH:10]=[CH:11][CH:12]=3)([OH:6])[CH2:4][C:3]([C:2]([F:15])([F:14])[F:1])=[N:24]2)=[CH:21][CH:22]=1. (6) Given the reactants [CH2:1]([N+:3]1([O-])[CH2:7][CH2:6][N:5]([C:8]2[CH:13]=[CH:12][N:11]=[CH:10][CH:9]=2)[C:4]1=[O:14])[CH3:2].C[Si]([C:20]#[N:21])(C)C.CN(C)C(Cl)=O, predict the reaction product. The product is: [CH2:1]([N:3]1[CH2:7][CH2:6][N:5]([C:8]2[CH:13]=[CH:12][N:11]=[C:10]([C:20]#[N:21])[CH:9]=2)[C:4]1=[O:14])[CH3:2].